This data is from Retrosynthesis with 50K atom-mapped reactions and 10 reaction types from USPTO. The task is: Predict the reactants needed to synthesize the given product. (1) Given the product CCCOc1ccc([N+](=O)[O-])cc1C=O, predict the reactants needed to synthesize it. The reactants are: CCCI.O=Cc1cc([N+](=O)[O-])ccc1O. (2) Given the product CCN1c2ncccc2C(=O)Nc2c(C)cc(OC)nc21, predict the reactants needed to synthesize it. The reactants are: CCNc1ncccc1C(=O)Nc1c(C)cc(OC)nc1Br. (3) Given the product O=C(O)CSCCCCc1ccccc1, predict the reactants needed to synthesize it. The reactants are: COC(=O)CSCCCCc1ccccc1. (4) The reactants are: N#Cc1ccc(S(=O)(=O)Cl)cc1.NCCO. Given the product N#Cc1ccc(S(=O)(=O)NCCO)cc1, predict the reactants needed to synthesize it. (5) Given the product O=S(=O)(NC1CCCC(Nc2cc(I)cc(Cl)n2)C1)C1CC1, predict the reactants needed to synthesize it. The reactants are: NC1CCCC(Nc2cc(I)cc(Cl)n2)C1.O=S(=O)(Cl)C1CC1.